The task is: Predict the reactants needed to synthesize the given product.. This data is from Full USPTO retrosynthesis dataset with 1.9M reactions from patents (1976-2016). (1) Given the product [P:13]([O-:17])([O-:16])([O-:15])=[O:14].[Ca+2:12].[P:13]([O-:17])([O-:16])([O-:15])=[O:14].[Ca+2:12].[Ca+2:12], predict the reactants needed to synthesize it. The reactants are: C(O)C(N)(CO)CO.Cl.[Cl-].[Cl-].[Ca+2:12].[P:13]([O-:17])([O-:16])([O-:15])=[O:14].[Na+].[Na+].[Na+].[Mg+2].[Cl-].[Cl-]. (2) Given the product [Br:1][C:2]1[CH:7]=[CH:6][C:5]([CH:8]=[O:9])=[CH:4][C:3]=1[CH2:10][C:11]([F:12])([F:13])[F:14], predict the reactants needed to synthesize it. The reactants are: [Br:1][C:2]1[CH:7]=[CH:6][C:5]([CH2:8][OH:9])=[CH:4][C:3]=1[CH2:10][C:11]([F:14])([F:13])[F:12].C1C=C[NH+]=CC=1.[O-][Cr](Cl)(=O)=O.